From a dataset of Full USPTO retrosynthesis dataset with 1.9M reactions from patents (1976-2016). Predict the reactants needed to synthesize the given product. (1) Given the product [S:3]1[C:4]2[CH:10]=[CH:9][CH:8]=[CH:7][C:5]=2[N:6]=[C:2]1[NH:18][C:17]1[CH:19]=[CH:20][C:14]([O:13][C:12]([F:11])([F:21])[F:22])=[CH:15][CH:16]=1, predict the reactants needed to synthesize it. The reactants are: Cl[C:2]1[S:3][C:4]2[CH:10]=[CH:9][CH:8]=[CH:7][C:5]=2[N:6]=1.[F:11][C:12]([F:22])([F:21])[O:13][C:14]1[CH:20]=[CH:19][C:17]([NH2:18])=[CH:16][CH:15]=1. (2) Given the product [Cl:11][C:9]1[C:8]([CH2:12][C:13]2[CH:14]=[CH:15][C:16]([O:19][CH2:20][CH3:21])=[CH:17][CH:18]=2)=[CH:7][C:6]([C@H:22]2[C@H:27]([O:28][CH2:29][C:30]3[CH:35]=[CH:34][CH:33]=[CH:32][CH:31]=3)[C@@H:26]([O:36][CH2:37][C:38]3[CH:43]=[CH:42][CH:41]=[CH:40][CH:39]=3)[C@H:25]([O:44][CH2:45][C:46]3[CH:51]=[CH:50][CH:49]=[CH:48][CH:47]=3)[C@@H:24]([CH2:52][O:53][CH2:54][C:55]3[CH:60]=[CH:59][CH:58]=[CH:57][CH:56]=3)[O:23]2)=[C:5]([OH:4])[CH:10]=1, predict the reactants needed to synthesize it. The reactants are: C([O:4][C:5]1[CH:10]=[C:9]([Cl:11])[C:8]([CH2:12][C:13]2[CH:18]=[CH:17][C:16]([O:19][CH2:20][CH3:21])=[CH:15][CH:14]=2)=[CH:7][C:6]=1[C@H:22]1[C@H:27]([O:28][CH2:29][C:30]2[CH:35]=[CH:34][CH:33]=[CH:32][CH:31]=2)[C@@H:26]([O:36][CH2:37][C:38]2[CH:43]=[CH:42][CH:41]=[CH:40][CH:39]=2)[C@H:25]([O:44][CH2:45][C:46]2[CH:51]=[CH:50][CH:49]=[CH:48][CH:47]=2)[C@@H:24]([CH2:52][O:53][CH2:54][C:55]2[CH:60]=[CH:59][CH:58]=[CH:57][CH:56]=2)[O:23]1)C=C.[BH4-].[Na+].[NH4+].[Cl-]. (3) Given the product [CH3:15][C:14]1[N:17]=[CH:4][C:3]2[C:2](=[CH:9][C:8]([N+:10]([O-:12])=[O:11])=[CH:7][CH:6]=2)[N:16]=1, predict the reactants needed to synthesize it. The reactants are: F[C:2]1[CH:9]=[C:8]([N+:10]([O-:12])=[O:11])[CH:7]=[CH:6][C:3]=1[CH:4]=O.Cl.[C:14]([NH2:17])(=[NH:16])[CH3:15]. (4) Given the product [F:2][C:3]1[CH:8]=[C:7]([F:9])[CH:6]=[CH:5][C:4]=1[CH:10]1[N:14]([C:15]2[CH:20]=[CH:19][CH:18]=[C:17]([N:21]3[CH2:26][CH2:25][N:24]([S:42]([CH3:41])(=[O:44])=[O:43])[CH2:23][CH2:22]3)[CH:16]=2)[N:13]=[C:12]([C:27]([F:33])([F:32])[C:28]([F:31])([F:30])[F:29])[CH2:11]1, predict the reactants needed to synthesize it. The reactants are: Cl.[F:2][C:3]1[CH:8]=[C:7]([F:9])[CH:6]=[CH:5][C:4]=1[CH:10]1[N:14]([C:15]2[CH:20]=[CH:19][CH:18]=[C:17]([N:21]3[CH2:26][CH2:25][NH:24][CH2:23][CH2:22]3)[CH:16]=2)[N:13]=[C:12]([C:27]([F:33])([F:32])[C:28]([F:31])([F:30])[F:29])[CH2:11]1.C(N(CC)CC)C.[CH3:41][S:42](Cl)(=[O:44])=[O:43]. (5) Given the product [CH3:1][O:2][CH2:3][CH2:4][CH2:5][N:6]1[CH2:7][CH2:8][N:9]([CH2:13][C:14]#[N:15])[CH2:10][CH2:11]1, predict the reactants needed to synthesize it. The reactants are: [CH3:1][O:2][CH2:3][CH2:4][CH2:5][N:6]1[CH2:11][CH2:10][NH:9][CH2:8][CH2:7]1.Br[CH2:13][C:14]#[N:15]. (6) Given the product [CH3:5][OH:13].[NH4+:3].[OH-:33].[CH3:14][C:15]1[N:16]=[CH:17][N:18]([C:20]2[N:25]=[CH:24][N:23]=[C:22]([NH:26][C:27]3[O:13][C@:5]4([CH2:4][N:3]=3)[CH:10]3[CH2:9][CH2:8][N:7]([CH2:12][CH2:11]3)[CH2:6]4)[CH:21]=2)[CH:19]=1, predict the reactants needed to synthesize it. The reactants are: Cl.Cl.[NH2:3][CH2:4][C@@:5]1([OH:13])[CH:10]2[CH2:11][CH2:12][N:7]([CH2:8][CH2:9]2)[CH2:6]1.[CH3:14][C:15]1[N:16]=[CH:17][N:18]([C:20]2[N:25]=[CH:24][N:23]=[C:22]([N:26]=[C:27](SC)SC)[CH:21]=2)[CH:19]=1.C(=O)([O-])[O-:33].[Cs+].[Cs+]. (7) Given the product [CH3:1][C:2]1[O:3][C:4]([C:12]([F:14])([F:13])[F:15])=[CH:5][C:6]=1[CH2:7][OH:8], predict the reactants needed to synthesize it. The reactants are: [CH3:1][C:2]1[O:3][C:4]([C:12]([F:15])([F:14])[F:13])=[CH:5][C:6]=1[C:7](OCC)=[O:8].[H-].[Al+3].[Li+].[H-].[H-].[H-].